Regression. Given a peptide amino acid sequence and an MHC pseudo amino acid sequence, predict their binding affinity value. This is MHC class I binding data. From a dataset of Peptide-MHC class I binding affinity with 185,985 pairs from IEDB/IMGT. The peptide sequence is HPNIEEVAL. The MHC is HLA-A68:02 with pseudo-sequence HLA-A68:02. The binding affinity (normalized) is 0.